From a dataset of Forward reaction prediction with 1.9M reactions from USPTO patents (1976-2016). Predict the product of the given reaction. (1) Given the reactants Br[C:2]1[CH:3]=[N:4][CH:5]=[CH:6][C:7]=1[CH2:8][O:9][C:10]1[CH:11]=[N:12][C:13]([N:16]2[CH2:21][CH2:20][N:19]([C:22]3[N:26]=[C:25]([CH:27]([CH3:29])[CH3:28])[O:24][N:23]=3)[CH2:18][CH2:17]2)=[N:14][CH:15]=1.C1(P(C2C=CC=CC=2)C2C3OC4C(=CC=CC=4P(C4C=CC=CC=4)C4C=CC=CC=4)C(C)(C)C=3C=CC=2)C=CC=CC=1.[CH3:72][N:73](C=O)C, predict the reaction product. The product is: [CH:27]([C:25]1[O:24][N:23]=[C:22]([N:19]2[CH2:20][CH2:21][N:16]([C:13]3[N:12]=[CH:11][C:10]([O:9][CH2:8][C:7]4[C:2]([C:72]#[N:73])=[CH:3][N:4]=[CH:5][CH:6]=4)=[CH:15][N:14]=3)[CH2:17][CH2:18]2)[N:26]=1)([CH3:29])[CH3:28]. (2) Given the reactants [CH2:1]([N:3]([CH2:14][C:15]1[NH:19][C:18]2[CH:20]=[CH:21][C:22]([C:24]([NH:26][CH2:27]CC3N=CNC=3)=[O:25])=[CH:23][C:17]=2[N:16]=1)[CH:4]1[C:13]2[N:12]=[CH:11][CH:10]=[CH:9][C:8]=2[CH2:7][CH2:6][CH2:5]1)[CH3:2].FC1C(OC(C2C=CC3N[C:49]([CH2:51][N:52]([CH2:63]C)[CH:53]4C5N=CC=CC=5CCC4)=NC=3C=2)=O)=C(F)C(F)=C(F)C=1F.CN(C)CCNC, predict the reaction product. The product is: [CH3:53][N:52]([CH3:63])[CH2:51][CH2:49][N:26]([CH3:27])[C:24]([C:22]1[CH:21]=[CH:20][C:18]2[NH:19][C:15]([CH2:14][N:3]([CH2:1][CH3:2])[CH:4]3[C:13]4[N:12]=[CH:11][CH:10]=[CH:9][C:8]=4[CH2:7][CH2:6][CH2:5]3)=[N:16][C:17]=2[CH:23]=1)=[O:25]. (3) Given the reactants [Br:1][C:2]1[CH:7]=[CH:6][C:5]([C:8]2[C:13]([C:14]([F:17])([F:16])[F:15])=[CH:12][CH:11]=[CH:10][N:9]=2)=[CH:4][CH:3]=1.[N+:18]([O-])([OH:20])=[O:19], predict the reaction product. The product is: [Br:1][C:2]1[CH:3]=[CH:4][C:5]([C:8]2[C:13]([C:14]([F:17])([F:15])[F:16])=[CH:12][CH:11]=[CH:10][N:9]=2)=[CH:6][C:7]=1[N+:18]([O-:20])=[O:19]. (4) Given the reactants [NH2:1][C:2]1[C:11]2=[N:12][N:13]([CH2:25][CH2:26][CH3:27])[C:14]([CH2:15][CH2:16][NH:17][C:18](=[O:24])[O:19][C:20]([CH3:23])([CH3:22])[CH3:21])=[C:10]2[C:9]2[CH:8]=[CH:7]C=[CH:5][C:4]=2[N:3]=1.C(OC([NH:35]C1C=NC=CC=1B(O)O)=O)(C)(C)C, predict the reaction product. The product is: [NH2:1][C:2]1[C:11]2=[N:12][N:13]([CH2:25][CH2:26][CH3:27])[C:14]([CH2:15][CH2:16][NH:17][C:18](=[O:24])[O:19][C:20]([CH3:21])([CH3:23])[CH3:22])=[C:10]2[C:9]2[CH:8]=[CH:7][N:35]=[CH:5][C:4]=2[N:3]=1. (5) Given the reactants Cl[CH2:2][C:3]1[CH:22]=[CH:21][C:6]([O:7][CH2:8][C:9]2[N:10]=[C:11]([C:15]3[CH:20]=[CH:19][CH:18]=[CH:17][CH:16]=3)[S:12][C:13]=2[CH3:14])=[CH:5][CH:4]=1.[OH:23][C:24]1[CH:29]=[CH:28][CH:27]=[CH:26][C:25]=1[CH2:30][C:31]([O:33]C)=[O:32].C(=O)([O-])[O-].[K+].[K+].Cl, predict the reaction product. The product is: [CH3:14][C:13]1[S:12][C:11]([C:15]2[CH:20]=[CH:19][CH:18]=[CH:17][CH:16]=2)=[N:10][C:9]=1[CH2:8][O:7][C:6]1[CH:21]=[CH:22][C:3]([CH2:2][O:23][C:24]2[CH:29]=[CH:28][CH:27]=[CH:26][C:25]=2[CH2:30][C:31]([OH:33])=[O:32])=[CH:4][CH:5]=1. (6) Given the reactants [CH2:1]([O:3][C:4]1[CH:16]=[CH:15][C:7]([NH:8][CH:9]([CH2:11][CH:12]([CH3:14])[CH3:13])[CH3:10])=[CH:6][CH:5]=1)[CH3:2].C(O[BH-](OC(=O)C)OC(=O)C)(=O)C.[Na+].[CH2:31]([CH:33]([CH2:36][CH2:37][CH2:38][CH3:39])[CH:34]=O)[CH3:32].C([O-])(O)=O.[Na+], predict the reaction product. The product is: [CH2:1]([O:3][C:4]1[CH:16]=[CH:15][C:7]([N:8]([CH2:34][CH:33]([CH2:31][CH3:32])[CH2:36][CH2:37][CH2:38][CH3:39])[CH:9]([CH2:11][CH:12]([CH3:14])[CH3:13])[CH3:10])=[CH:6][CH:5]=1)[CH3:2]. (7) Given the reactants C[O:2][C:3](=[O:39])[C:4]1[CH:9]=[CH:8][C:7]([F:10])=[C:6]([S:11][CH2:12][C@@H:13]2[C@@H:18]([OH:19])[C@H:17]([OH:20])[C@@H:16]([OH:21])[C@H:15]([C:22]3[CH:27]=[CH:26][C:25]([Cl:28])=[C:24]([CH2:29][C:30]4[CH:35]=[CH:34][C:33]([O:36][CH2:37][CH3:38])=[CH:32][CH:31]=4)[CH:23]=3)[O:14]2)[CH:5]=1.[Li+].[OH-], predict the reaction product. The product is: [Cl:28][C:25]1[CH:26]=[CH:27][C:22]([C@@H:15]2[O:14][C@H:13]([CH2:12][S:11][C:6]3[CH:5]=[C:4]([CH:9]=[CH:8][C:7]=3[F:10])[C:3]([OH:39])=[O:2])[C@@H:18]([OH:19])[C@H:17]([OH:20])[C@H:16]2[OH:21])=[CH:23][C:24]=1[CH2:29][C:30]1[CH:31]=[CH:32][C:33]([O:36][CH2:37][CH3:38])=[CH:34][CH:35]=1. (8) Given the reactants [NH2:1][C@@H:2]([CH2:11][O:12][CH3:13])[C@H:3]([C:5]1[CH:10]=[CH:9][CH:8]=[CH:7][CH:6]=1)[OH:4].[CH2:14]1[CH2:20][S:17](=[O:19])(=[O:18])[O:16][CH2:15]1, predict the reaction product. The product is: [OH:4][C@@H:3]([C:5]1[CH:6]=[CH:7][CH:8]=[CH:9][CH:10]=1)[C@H:2]([NH:1][CH2:15][CH2:14][CH2:20][S:17]([OH:19])(=[O:18])=[O:16])[CH2:11][O:12][CH3:13]. (9) Given the reactants [CH2:1]([O:3][C:4](=[O:24])[C:5]1[CH:10]=[CH:9][CH:8]=[C:7]([S:11][C:12]2[C:20]3[C:15](=[C:16]([F:22])[C:17]([Cl:21])=[CH:18][CH:19]=3)[NH:14][C:13]=2[CH3:23])[CH:6]=1)[CH3:2].[CH:25]1([N:28]2[CH:32]=[C:31](I)[CH:30]=[N:29]2)[CH2:27][CH2:26]1, predict the reaction product. The product is: [CH2:1]([O:3][C:4](=[O:24])[C:5]1[CH:10]=[CH:9][CH:8]=[C:7]([S:11][C:12]2[C:20]3[C:15](=[C:16]([F:22])[C:17]([Cl:21])=[CH:18][CH:19]=3)[N:14]([C:31]3[CH:30]=[N:29][N:28]([CH:25]4[CH2:27][CH2:26]4)[CH:32]=3)[C:13]=2[CH3:23])[CH:6]=1)[CH3:2]. (10) Given the reactants Br[C:2]1[CH:7]=[CH:6][N:5]=[C:4]([NH:8][C:9]([NH:11][CH2:12][C:13]2[C:18]([O:19][CH3:20])=[CH:17][CH:16]=[CH:15][C:14]=2[O:21][CH3:22])=[NH:10])[CH:3]=1.[F:23][C:24]1[CH:29]=[CH:28][C:27](OB(O)O)=[CH:26][CH:25]=1.C(=O)([O-])[O-].[Na+].[Na+].C([O-])(=O)C, predict the reaction product. The product is: [CH3:22][O:21][C:14]1[CH:15]=[CH:16][CH:17]=[C:18]([O:19][CH3:20])[C:13]=1[CH2:12][NH:11][C:9]([NH:8][C:4]1[CH:3]=[C:2]([C:27]2[CH:28]=[CH:29][C:24]([F:23])=[CH:25][CH:26]=2)[CH:7]=[CH:6][N:5]=1)=[NH:10].